From a dataset of CYP2C19 inhibition data for predicting drug metabolism from PubChem BioAssay. Regression/Classification. Given a drug SMILES string, predict its absorption, distribution, metabolism, or excretion properties. Task type varies by dataset: regression for continuous measurements (e.g., permeability, clearance, half-life) or binary classification for categorical outcomes (e.g., BBB penetration, CYP inhibition). Dataset: cyp2c19_veith. (1) The drug is Cc1noc(C)c1C(=O)N1CCC2(CC1)CN(c1ccccc1)C2. The result is 0 (non-inhibitor). (2) The drug is CCN(CC)CCNc1ccc(CO)c2sc3ccccc3c(=O)c12. The result is 0 (non-inhibitor). (3) The drug is Cc1c(NC(=O)OCCNC(=O)COc2c(Cl)cccc2Cl)sc(=S)n1C. The result is 1 (inhibitor). (4) The molecule is CC(C)NC(=O)N1CC[C@@]2(CCCN(C(=O)c3cccn3C)C2)C1. The result is 0 (non-inhibitor). (5) The molecule is COc1ccccc1CCn1c(=O)c(-c2ccc(Cl)cc2)nc2cncnc21. The result is 1 (inhibitor). (6) The molecule is COC(=O)[C@@]1(Cc2ccc(OC)cc2)[C@H]2c3cc(C(=O)N(C)C)n(Cc4cccc5ccccc45)c3C[C@H]2CN1C(=O)c1ccccc1. The result is 1 (inhibitor). (7) The drug is COc1ccccc1CNc1nc(-c2ccc(C(=O)N(C)C)cc2)nc2ccccc12. The result is 1 (inhibitor). (8) The molecule is Cc1cc2nc(-c3ccc(SCC(=O)N4CCc5ccccc54)nc3)[nH]c2cc1C. The result is 1 (inhibitor). (9) The molecule is CCCCN(Cc1ccccc1)C(=O)c1cnc2n(c1=O)CCS2. The result is 0 (non-inhibitor). (10) The compound is COc1ccc(S(=O)(=O)N2CCCN(CC(=O)C(C)(C)C)CC2)cc1. The result is 1 (inhibitor).